This data is from Forward reaction prediction with 1.9M reactions from USPTO patents (1976-2016). The task is: Predict the product of the given reaction. (1) Given the reactants [Br:1][C:2]1[N:3]([CH3:10])[C:4]([C:7]([OH:9])=O)=[CH:5][N:6]=1.C(Cl)CCl.[CH:15]1[CH:16]=CC2N(O)N=[N:21][C:19]=2[CH:20]=1.N1CCCC1, predict the reaction product. The product is: [Br:1][C:2]1[N:3]([CH3:10])[C:4]([C:7]([N:21]2[CH2:16][CH2:15][CH2:20][CH2:19]2)=[O:9])=[CH:5][N:6]=1. (2) Given the reactants N1CCCCC1.C1C2C(COC([NH:24][CH2:25][C@@H:26]([C:50]([O:52][CH3:53])=[O:51])[NH:27][C:28](=[O:49])[C:29]3[CH:34]=[CH:33][C:32]([C:35]([NH:37][CH2:38][C:39]4[CH:47]=[CH:46][CH:45]=[C:44]5[C:40]=4[CH:41]=[CH:42][NH:43]5)=[O:36])=[CH:31][C:30]=3[Cl:48])=O)C3C(=CC=CC=3)C=2C=CC=1, predict the reaction product. The product is: [NH2:24][CH2:25][C@@H:26]([C:50]([O:52][CH3:53])=[O:51])[NH:27][C:28](=[O:49])[C:29]1[CH:34]=[CH:33][C:32]([C:35]([NH:37][CH2:38][C:39]2[CH:47]=[CH:46][CH:45]=[C:44]3[C:40]=2[CH:41]=[CH:42][NH:43]3)=[O:36])=[CH:31][C:30]=1[Cl:48]. (3) Given the reactants [NH2:1][C:2]1[CH:6]=[C:5]([C:7]2[CH:12]=[CH:11][C:10]([CH3:13])=[CH:9][CH:8]=2)[NH:4][N:3]=1.[C:14]1([C:23]2[CH:28]=[CH:27][C:26]([C:29]([OH:31])=O)=[CH:25][CH:24]=2)[CH:19]=[CH:18][C:17]([C:20]([OH:22])=O)=[CH:16][CH:15]=1, predict the reaction product. The product is: [CH3:13][C:10]1[CH:11]=[CH:12][C:7]([C:5]2[NH:4][N:3]=[C:2]([NH:1][C:29]([C:26]3[CH:25]=[CH:24][C:23]([C:14]4[CH:15]=[CH:16][C:17]([C:20]([NH:1][C:2]5[CH:6]=[C:5]([C:7]6[CH:12]=[CH:11][C:10]([CH3:13])=[CH:9][CH:8]=6)[NH:4][N:3]=5)=[O:22])=[CH:18][CH:19]=4)=[CH:28][CH:27]=3)=[O:31])[CH:6]=2)=[CH:8][CH:9]=1. (4) Given the reactants [O:1]=[C:2]1[NH:8][CH2:7][C@H:6]([NH:9]C(=O)OCC2C=CC=CC=2)[C:5](=[O:20])[N:4]2[CH2:21][CH2:22][CH2:23][CH2:24][C@H:3]12, predict the reaction product. The product is: [NH2:9][C@@H:6]1[C:5](=[O:20])[N:4]2[CH2:21][CH2:22][CH2:23][CH2:24][C@@H:3]2[C:2](=[O:1])[NH:8][CH2:7]1. (5) Given the reactants [CH2:1]([O:3][C:4]([C:6]1[C:7]2[C:15](I)=[N:14][N:13]([CH:17]3[CH2:22][CH2:21][CH2:20][CH2:19][O:18]3)[C:8]=2[N:9]=[C:10]([Cl:12])[CH:11]=1)=[O:5])[CH3:2].C(N(CC)CC)C.[CH:30]1([C:36]#[CH:37])[CH2:35][CH2:34][CH2:33][CH2:32][CH2:31]1, predict the reaction product. The product is: [CH2:1]([O:3][C:4]([C:6]1[C:7]2[C:15]([C:37]#[C:36][CH:30]3[CH2:35][CH2:34][CH2:33][CH2:32][CH2:31]3)=[N:14][N:13]([CH:17]3[CH2:22][CH2:21][CH2:20][CH2:19][O:18]3)[C:8]=2[N:9]=[C:10]([Cl:12])[CH:11]=1)=[O:5])[CH3:2].